This data is from Forward reaction prediction with 1.9M reactions from USPTO patents (1976-2016). The task is: Predict the product of the given reaction. (1) Given the reactants [CH3:1][O:2]/[C:3](=[C:17](/[CH3:23])\[CH:18](OC)[O:19]C)/[C:4]([NH:6][C:7]1[CH:12]=[C:11]([C:13]([F:16])([F:15])[F:14])[CH:10]=[CH:9][N:8]=1)=[O:5].CC(OCC1C2C(=CC=CC=2)C(COC(C)=O)=C2C=1C=CC=C2)=O, predict the reaction product. The product is: [OH:19][CH:18]1[C:17]([CH3:23])=[C:3]([O:2][CH3:1])[C:4](=[O:5])[N:6]1[C:7]1[CH:12]=[C:11]([C:13]([F:16])([F:15])[F:14])[CH:10]=[CH:9][N:8]=1. (2) Given the reactants [O:1]1[C:5]2[CH:6]=[CH:7][C:8]([CH2:10][NH:11][CH3:12])=[CH:9][C:4]=2[CH:3]=[CH:2]1.Cl.[O:14]=[C:15]1[NH:24][C:23]2[N:22]=[CH:21][C:20]([CH:25]=[CH:26][C:27]([OH:29])=O)=[CH:19][C:18]=2[CH2:17][CH2:16]1.C1C=CC2N(O)N=NC=2C=1.CCN(C(C)C)C(C)C.CCN=C=NCCCN(C)C.Cl, predict the reaction product. The product is: [O:1]1[C:5]2[CH:6]=[CH:7][C:8]([CH2:10][N:11]([CH3:12])[C:27](=[O:29])/[CH:26]=[CH:25]/[C:20]3[CH:21]=[N:22][C:23]4[NH:24][C:15](=[O:14])[CH2:16][CH2:17][C:18]=4[CH:19]=3)=[CH:9][C:4]=2[CH:3]=[CH:2]1. (3) The product is: [Cl:64][CH2:63][CH2:62][O:49][C:44]1[CH:45]=[CH:46][CH:47]=[CH:48][C:43]=1[C:40]([NH:39][C:35]1[C:34](=[O:52])[N:33]([C:28]2[CH:27]=[C:26]([CH:31]=[CH:30][C:29]=2[CH3:32])[C:25]([NH:24][CH:21]2[CH2:23][CH2:22]2)=[O:53])[CH:38]=[CH:37][N:36]=1)([CH2:41][CH3:42])[CH2:50][CH3:51]. Given the reactants C(C(CC)(C1C=CC=CC=1OCC1C=CC=CC=1)N)C.[CH:21]1([NH:24][C:25](=[O:53])[C:26]2[CH:31]=[CH:30][C:29]([CH3:32])=[C:28]([N:33]3[CH:38]=[CH:37][N:36]=[C:35]([NH:39][C:40]([CH2:50][CH3:51])([C:43]4[CH:48]=[CH:47][CH:46]=[CH:45][C:44]=4[OH:49])[CH2:41][CH3:42])[C:34]3=[O:52])[CH:27]=2)[CH2:23][CH2:22]1.C1(O)C=CC=CC=1.Br[CH2:62][CH2:63][Cl:64], predict the reaction product. (4) Given the reactants C(OC([NH:11][C@@H:12]([CH2:16][Si:17]([CH3:20])([CH3:19])[CH3:18])[C:13]([OH:15])=[O:14])=O)C1C=CC=CC=1.[BrH:21], predict the reaction product. The product is: [BrH:21].[NH2:11][C@@H:12]([CH2:16][Si:17]([CH3:20])([CH3:19])[CH3:18])[C:13]([OH:15])=[O:14]. (5) Given the reactants [CH3:1][N:2]([CH3:7])[S:3](Cl)(=[O:5])=[O:4].Cl.[CH3:9][O:10][C:11]1[CH:12]=[C:13]([C:19]2[CH:20](C)[CH2:21][C:22](=[O:31])[N:23]([CH:25]3[CH2:30][CH2:29][NH:28][CH2:27][CH2:26]3)[N:24]=2)[CH:14]=[CH:15][C:16]=1[O:17][CH3:18].C(N1CCC(N2C(=O)CC(C)C(C3C=CC(OC)=C(OC)C=3)=N2)CC1)(=O)C, predict the reaction product. The product is: [CH3:1][N:2]([CH3:7])[S:3]([N:28]1[CH2:27][CH2:26][CH:25]([N:23]2[C:22](=[O:31])[CH2:21][CH2:20][C:19]([C:13]3[CH:14]=[CH:15][C:16]([O:17][CH3:18])=[C:11]([O:10][CH3:9])[CH:12]=3)=[N:24]2)[CH2:30][CH2:29]1)(=[O:5])=[O:4].